This data is from Reaction yield outcomes from USPTO patents with 853,638 reactions. The task is: Predict the reaction yield, written as a fraction of the theoretical maximum amount of product (1.0 means a 100% yield; for example, 0.34 means a 34% yield). (1) The reactants are [I:1][C:2]1[C:10]2[C:5](=[CH:6][CH:7]=[CH:8][C:9]=2[N+:11]([O-:13])=[O:12])[NH:4][N:3]=1.Br[CH2:15][C:16]1[CH:17]=[C:18]([CH:23]=[CH:24][CH:25]=1)[C:19]([O:21][CH3:22])=[O:20].C(N=C(N(C)C)N(C)C)(C)(C)C. The catalyst is CC#N. The product is [I:1][C:2]1[C:10]2[C:5](=[CH:6][CH:7]=[CH:8][C:9]=2[N+:11]([O-:13])=[O:12])[N:4]([CH2:15][C:16]2[CH:17]=[C:18]([CH:23]=[CH:24][CH:25]=2)[C:19]([O:21][CH3:22])=[O:20])[N:3]=1. The yield is 0.680. (2) The catalyst is C(#N)C. The reactants are Cl[CH2:2][CH2:3][N:4]1[CH2:9][CH2:8][O:7][CH2:6][CH2:5]1.[Br:10][C:11]1[CH:16]=[CH:15][C:14]([OH:17])=[CH:13][CH:12]=1.C([O-])([O-])=O.[K+].[K+]. The yield is 1.00. The product is [Br:10][C:11]1[CH:16]=[CH:15][C:14]([O:17][CH2:2][CH2:3][N:4]2[CH2:9][CH2:8][O:7][CH2:6][CH2:5]2)=[CH:13][CH:12]=1. (3) The reactants are [F:1][C:2]1[CH:3]=[C:4]([C:27]2[C:28]([C:33]#[N:34])=[CH:29][CH:30]=[CH:31][CH:32]=2)[CH:5]=[CH:6][C:7]=1[CH2:8][C:9]1[C:10](=[O:26])[N:11]([C@H:21]2[CH2:24][C@@H:23]([OH:25])[CH2:22]2)[C:12]2[N:13]([N:18]=[CH:19][N:20]=2)[C:14]=1[CH2:15][CH2:16][CH3:17].[N+](=[CH:37][C:38]([O:40][CH2:41][CH3:42])=[O:39])=[N-]. The catalyst is C1(C)C=CC=CC=1.C([O-])(=O)C.[Rh+2].C([O-])(=O)C. The product is [CH2:41]([O:40][C:38](=[O:39])[CH2:37][O:25][C@H:23]1[CH2:22][C@@H:21]([N:11]2[C:10](=[O:26])[C:9]([CH2:8][C:7]3[CH:6]=[CH:5][C:4]([C:27]4[CH:32]=[CH:31][CH:30]=[CH:29][C:28]=4[C:33]#[N:34])=[CH:3][C:2]=3[F:1])=[C:14]([CH2:15][CH2:16][CH3:17])[N:13]3[N:18]=[CH:19][N:20]=[C:12]23)[CH2:24]1)[CH3:42]. The yield is 0.370. (4) The reactants are CO.[Na].[C:4]([O:12]C)(=O)[C:5]1[CH:10]=[CH:9][CH:8]=[CH:7][CH:6]=1.[C:14]([C:17]1[CH:22]=[CH:21][CH:20]=[CH:19][CH:18]=1)(=[O:16])[CH3:15].Cl. The catalyst is C1(C)C(C)=CC=CC=1. The product is [C:17]1([C:14](=[O:16])[CH2:15][C:4]([C:5]2[CH:6]=[CH:7][CH:8]=[CH:9][CH:10]=2)=[O:12])[CH:22]=[CH:21][CH:20]=[CH:19][CH:18]=1. The yield is 0.630. (5) The reactants are [CH2:1]([O:8][C:9]1[CH:18]=[C:17]2[C:12]([C:13](=O)[N:14]=[C:15]([CH3:19])[NH:16]2)=[CH:11][CH:10]=1)[C:2]1[CH:7]=[CH:6][CH:5]=[CH:4][CH:3]=1.O=P(Cl)(Cl)[Cl:23]. No catalyst specified. The product is [CH2:1]([O:8][C:9]1[CH:18]=[C:17]2[C:12]([C:13]([Cl:23])=[N:14][C:15]([CH3:19])=[N:16]2)=[CH:11][CH:10]=1)[C:2]1[CH:7]=[CH:6][CH:5]=[CH:4][CH:3]=1. The yield is 0.472. (6) The reactants are C([O:5][C:6]([CH:8]1[CH:12]([C:13]2[CH:18]=[CH:17][CH:16]=[C:15]([Cl:19])[C:14]=2F)[C:11]([C:23]2[CH:28]=[CH:27][C:26]([Cl:29])=[CH:25][C:24]=2[O:30][CH3:31])([C:21]#[N:22])[CH:10]([CH2:32][C:33]([CH3:36])([CH3:35])[CH3:34])[NH:9]1)=[O:7])(C)(C)C.[F:37][C:38]([F:43])([F:42])[C:39]([OH:41])=[O:40]. The catalyst is ClCCl. The product is [F:37][C:38]([F:43])([F:42])[C:39]([OH:41])=[O:40].[Cl:29][C:26]1[CH:27]=[CH:28][C:23]([C:11]2([C:21]#[N:22])[CH:10]([CH2:32][C:33]([CH3:36])([CH3:35])[CH3:34])[NH:9][CH:8]([C:6]([OH:7])=[O:5])[CH:12]2[C:13]2[CH:18]=[CH:17][CH:16]=[C:15]([Cl:19])[CH:14]=2)=[C:24]([O:30][CH3:31])[CH:25]=1. The yield is 0.980.